This data is from Catalyst prediction with 721,799 reactions and 888 catalyst types from USPTO. The task is: Predict which catalyst facilitates the given reaction. (1) Reactant: [F:1][C:2]1[C:7](=[O:8])[NH:6][CH:5]=[C:4]([C:9]([O:11]C)=[O:10])[CH:3]=1.O.[OH-].[Li+]. Product: [F:1][C:2]1[C:7](=[O:8])[NH:6][CH:5]=[C:4]([C:9]([OH:11])=[O:10])[CH:3]=1. The catalyst class is: 24. (2) Reactant: C([O:4][C:5]1[CH:6]=[C:7]([CH2:15][C:16]([O:18][C:19]([CH3:22])([CH3:21])[CH3:20])=[O:17])[CH:8]=[C:9]([CH3:14])[C:10]=1[N+:11]([O-:13])=[O:12])(=O)C.[OH-].[Li+].C(OCC)(=O)C.[Cl-].[Na+]. Product: [OH:4][C:5]1[CH:6]=[C:7]([CH2:15][C:16]([O:18][C:19]([CH3:22])([CH3:21])[CH3:20])=[O:17])[CH:8]=[C:9]([CH3:14])[C:10]=1[N+:11]([O-:13])=[O:12]. The catalyst class is: 24. (3) Reactant: [O:1]=[C:2]1[N:6]([CH2:7][C:8]([O-:10])=[O:9])[C@H:5]([C:11]2[CH:16]=[CH:15][CH:14]=[CH:13][CH:12]=2)[CH2:4][O:3]1.C1CC=CCC=1. Product: [O:1]=[C:2]1[N:6]([CH2:7][C:8]([OH:10])=[O:9])[C@H:5]([C:11]2[CH:16]=[CH:15][CH:14]=[CH:13][CH:12]=2)[CH2:4][O:3]1. The catalyst class is: 99. (4) Reactant: [Li][CH2:2]CCC.C(NC(C)C)(C)C.[Br:13][C:14]1[CH:15]=[CH:16][CH:17]=[C:18]2[C:23]=1[N:22]=[C:21]([Cl:24])[CH:20]=[CH:19]2.CI. Product: [Br:13][C:14]1[CH:15]=[CH:16][CH:17]=[C:18]2[C:23]=1[N:22]=[C:21]([Cl:24])[C:20]([CH3:2])=[CH:19]2. The catalyst class is: 20. (5) Reactant: [N:1]1([C:7]([O:9][C:10]([CH3:13])([CH3:12])[CH3:11])=[O:8])[CH2:6][CH2:5][NH:4][CH2:3][CH2:2]1.Br[CH2:15][CH2:16][F:17].C(=O)([O-])[O-].[K+].[K+]. Product: [F:17][CH2:16][CH2:15][N:4]1[CH2:5][CH2:6][N:1]([C:7]([O:9][C:10]([CH3:13])([CH3:12])[CH3:11])=[O:8])[CH2:2][CH2:3]1. The catalyst class is: 10. (6) Reactant: [F:1][C:2]1[CH:10]=[C:6]([C:7]([OH:9])=[O:8])[C:5]([NH2:11])=[CH:4][CH:3]=1.Cl[C:13](Cl)([O:15]C(=O)OC(Cl)(Cl)Cl)Cl.C(=O)([O-])O.[Na+]. Product: [F:1][C:2]1[CH:3]=[CH:4][C:5]2[NH:11][C:13](=[O:15])[O:8][C:7](=[O:9])[C:6]=2[CH:10]=1. The catalyst class is: 7.